Dataset: Full USPTO retrosynthesis dataset with 1.9M reactions from patents (1976-2016). Task: Predict the reactants needed to synthesize the given product. Given the product [CH3:45][C:40]1[CH:39]=[C:38]([C:20]2[CH:21]=[CH:22][C:17]([C@@H:15]([N:11]3[CH2:10][CH2:9][C@@:8]([C:5]4[CH:6]=[CH:7][C:2]([F:1])=[CH:3][CH:4]=4)([CH2:32][C:33]([OH:36])([CH3:34])[CH3:35])[O:13][C:12]3=[O:14])[CH3:16])=[CH:18][CH:19]=2)[CH:43]=[C:42]([CH3:44])[N:41]=1, predict the reactants needed to synthesize it. The reactants are: [F:1][C:2]1[CH:7]=[CH:6][C:5]([C@:8]2([CH2:32][C:33]([OH:36])([CH3:35])[CH3:34])[O:13][C:12](=[O:14])[N:11]([C@H:15]([C:17]3[CH:22]=[CH:21][C:20](B4OC(C)(C)C(C)(C)O4)=[CH:19][CH:18]=3)[CH3:16])[CH2:10][CH2:9]2)=[CH:4][CH:3]=1.Br[C:38]1[CH:43]=[C:42]([CH3:44])[N:41]=[C:40]([CH3:45])[CH:39]=1.